From a dataset of Retrosynthesis with 50K atom-mapped reactions and 10 reaction types from USPTO. Predict the reactants needed to synthesize the given product. (1) Given the product O=C(OC1CCCCC1)N(c1c2ccccc2nn1-c1ccc(Cl)cc1)C1CCCCC1, predict the reactants needed to synthesize it. The reactants are: Clc1ccc(-n2nc3ccccc3c2NC2CCCCC2)cc1.O=C(Cl)OC1CCCCC1. (2) Given the product CC(=O)OC(C)C(=O)O, predict the reactants needed to synthesize it. The reactants are: CC(=O)O.CC(O)C(=O)O.